Dataset: Forward reaction prediction with 1.9M reactions from USPTO patents (1976-2016). Task: Predict the product of the given reaction. (1) Given the reactants CC1C=CC(S(O)(=O)=O)=CC=1.[CH2:12]([OH:15])[CH2:13][OH:14].Cl.[CH3:17][O:18][C:19]([CH:21]1[C:26](=O)[CH2:25][CH2:24][NH:23][CH2:22]1)=[O:20], predict the reaction product. The product is: [NH3:23].[CH3:17][O:18][C:19]([CH:21]1[CH2:22][NH:23][CH2:24][CH2:25][C:26]21[O:15][CH2:12][CH2:13][O:14]2)=[O:20]. (2) Given the reactants [CH3:1][O:2][C:3]1[CH:8]=[CH:7][C:6]([C:9]2[CH:14]=[CH:13][NH:12][C:11](=O)[C:10]=2[C:16]#[N:17])=[CH:5][CH:4]=1.P(Cl)(Cl)([Cl:20])=O.C(=O)(O)[O-].[Na+].C(=O)([O-])[O-].[K+].[K+], predict the reaction product. The product is: [Cl:20][C:11]1[N:12]=[CH:13][CH:14]=[C:9]([C:6]2[CH:7]=[CH:8][C:3]([O:2][CH3:1])=[CH:4][CH:5]=2)[C:10]=1[C:16]#[N:17]. (3) Given the reactants [F:1][C:2]1[CH:7]=[CH:6][C:5]([C:8]2[N:13]=[C:12]([C:14]([OH:16])=O)[CH:11]=[CH:10][CH:9]=2)=[CH:4][CH:3]=1.[CH2:17]([O:19][C:20](=[O:30])[CH:21]=[CH:22][C:23]1[CH:28]=[CH:27][CH:26]=[C:25]([NH2:29])[CH:24]=1)[CH3:18], predict the reaction product. The product is: [CH2:17]([O:19][C:20](=[O:30])[CH:21]=[CH:22][C:23]1[CH:28]=[CH:27][CH:26]=[C:25]([NH:29][C:14]([C:12]2[CH:11]=[CH:10][CH:9]=[C:8]([C:5]3[CH:4]=[CH:3][C:2]([F:1])=[CH:7][CH:6]=3)[N:13]=2)=[O:16])[CH:24]=1)[CH3:18]. (4) Given the reactants [F:1][C:2]([F:27])([F:26])[CH:3]([CH2:9][N:10]1[CH2:15][CH2:14][CH2:13][CH:12]([C:16]2[CH:21]=[CH:20][CH:19]=[C:18]([C:22]([F:25])([F:24])[F:23])[CH:17]=2)[CH2:11]1)[CH2:4]/[C:5](=[N:7]/[OH:8])/[NH2:6].CCN(C(C)C)C(C)C.[F:37][C:38]1[CH:46]=[CH:45][C:41]([C:42](Cl)=[O:43])=[CH:40][CH:39]=1, predict the reaction product. The product is: [F:37][C:38]1[CH:46]=[CH:45][C:41]([C:42]([NH:6]/[C:5](=[N:7]\[OH:8])/[CH2:4][CH:3]([CH2:9][N:10]2[CH2:15][CH2:14][CH2:13][CH:12]([C:16]3[CH:21]=[CH:20][CH:19]=[C:18]([C:22]([F:23])([F:24])[F:25])[CH:17]=3)[CH2:11]2)[C:2]([F:1])([F:26])[F:27])=[O:43])=[CH:40][CH:39]=1. (5) Given the reactants [NH2:1][C:2]12[C:20](=[O:21])[C:19]3[C:14](=[CH:15][CH:16]=[CH:17][CH:18]=3)[C:3]1([OH:22])[O:4][C:5]1[CH:10]=[C:9]([CH:11]([CH3:13])[CH3:12])[CH:8]=[CH:7][C:6]=12.[CH:23]1([N:29]2[C:33]([C:34]([F:37])([F:36])[F:35])=[C:32]([C:38](O)=[O:39])[CH:31]=[N:30]2)[CH:28]=[CH:27][CH:26]=[CH:25][CH2:24]1.CCN=C=NCCCN(C)C.Cl.C1C=CC2N(O)N=NC=2C=1, predict the reaction product. The product is: [OH:22][C:3]12[C:14]3[C:19](=[CH:18][CH:17]=[CH:16][CH:15]=3)[C:20](=[O:21])[C:2]1([NH:1][C:38]([C:32]1[CH:31]=[N:30][N:29]([C:23]3[CH:28]=[CH:27][CH:26]=[CH:25][CH:24]=3)[C:33]=1[C:34]([F:36])([F:37])[F:35])=[O:39])[C:6]1[CH:7]=[CH:8][C:9]([CH:11]([CH3:13])[CH3:12])=[CH:10][C:5]=1[O:4]2.